From a dataset of Forward reaction prediction with 1.9M reactions from USPTO patents (1976-2016). Predict the product of the given reaction. (1) Given the reactants C[Si]([N-][Si](C)(C)C)(C)C.[Li+].F[C:12]1[C:13]([C:18]2[NH:27][C:26](=[O:28])[C:25]3[C:20](=[CH:21][C:22]([O:31][CH3:32])=[CH:23][C:24]=3[O:29][CH3:30])[N:19]=2)=[N:14][CH:15]=[CH:16][CH:17]=1.[CH:33]([NH:36][CH2:37][CH2:38][CH2:39][NH2:40])([CH3:35])[CH3:34], predict the reaction product. The product is: [CH:33]([NH:36][CH2:37][CH2:38][CH2:39][NH:40][C:12]1[C:13]([C:18]2[NH:27][C:26](=[O:28])[C:25]3[C:20](=[CH:21][C:22]([O:31][CH3:32])=[CH:23][C:24]=3[O:29][CH3:30])[N:19]=2)=[N:14][CH:15]=[CH:16][CH:17]=1)([CH3:35])[CH3:34]. (2) Given the reactants Cl[C:2]1[C:11]2[C:6](=[CH:7][CH:8]=[CH:9][CH:10]=2)[N:5]([CH2:12][CH2:13][O:14][CH2:15][CH3:16])[C:4](=[O:17])[C:3]=1[C:18]#[N:19].[C:20]([O:24][C:25]([N:27]1[CH2:30][CH:29]([NH2:31])[CH2:28]1)=[O:26])([CH3:23])([CH3:22])[CH3:21].[H-].[Na+], predict the reaction product. The product is: [C:20]([O:24][C:25]([N:27]1[CH2:30][CH:29]([NH:31][C:2]2[C:11]3[C:6](=[CH:7][CH:8]=[CH:9][CH:10]=3)[N:5]([CH2:12][CH2:13][O:14][CH2:15][CH3:16])[C:4](=[O:17])[C:3]=2[C:18]#[N:19])[CH2:28]1)=[O:26])([CH3:23])([CH3:21])[CH3:22]. (3) Given the reactants [NH2:1][NH:2][C:3]([C:5]1[CH:10]=[CH:9][CH:8]=[CH:7][N:6]=1)=[NH:4].[OH:11][C:12]1[CH:19]=[CH:18][C:17]([OH:20])=[CH:16][C:13]=1[CH:14]=O, predict the reaction product. The product is: [OH:20][C:17]1[CH:18]=[CH:19][C:12]([OH:11])=[C:13]([C:14]2[NH:1][N:2]=[C:3]([C:5]3[CH:10]=[CH:9][CH:8]=[CH:7][N:6]=3)[N:4]=2)[CH:16]=1. (4) The product is: [ClH:1].[Cl:1][C:2]1[CH:14]=[N:13][C:5]2[NH:6][C:7]3[CH2:12][CH2:11][N:10]([C:24]([C:25]4[CH:30]=[CH:29][CH:28]=[CH:27][C:26]=4[O:31][CH3:32])=[O:33])[CH2:9][C:8]=3[C:4]=2[CH:3]=1. Given the reactants [Cl:1][C:2]1[CH:14]=[N:13][C:5]2[NH:6][C:7]3[CH2:12][CH2:11][NH:10][CH2:9][C:8]=3[C:4]=2[CH:3]=1.CCN(C(C)C)C(C)C.[C:24](Cl)(=[O:33])[C:25]1[C:26]([O:31][CH3:32])=[CH:27][CH:28]=[CH:29][CH:30]=1.Cl.CCOCC, predict the reaction product. (5) Given the reactants [CH3:1][O:2][C:3]1[CH:22]=[CH:21][C:6]([CH2:7][C@@H:8]2[C:12]3=[N:13][C:14]4[CH:19]=[CH:18][CH:17]=[CH:16][C:15]=4[N:11]3[C:10](=[O:20])[NH:9]2)=[CH:5][CH:4]=1.Cl.Cl.[N:25]12[CH2:32][CH2:31][C:28]([NH2:33])([CH2:29][CH2:30]1)[CH2:27][CH2:26]2.C(O)(C(F)(F)F)=O, predict the reaction product. The product is: [NH:11]1[C:15]2[CH:16]=[CH:17][CH:18]=[CH:19][C:14]=2[N:13]=[C:12]1[C@H:8]([NH:9][C:10]([NH:33][C:28]12[CH2:31][CH2:32][N:25]([CH2:30][CH2:29]1)[CH2:26][CH2:27]2)=[O:20])[CH2:7][C:6]1[CH:21]=[CH:22][C:3]([O:2][CH3:1])=[CH:4][CH:5]=1. (6) Given the reactants C([N:8](CC1C=CC=CC=1)[CH:9]1[CH2:12][CH:11]([C:13]([O:15][CH2:16][CH3:17])=[O:14])[CH2:10]1)C1C=CC=CC=1, predict the reaction product. The product is: [NH2:8][CH:9]1[CH2:12][CH:11]([C:13]([O:15][CH2:16][CH3:17])=[O:14])[CH2:10]1. (7) Given the reactants [CH2:1]([O:3][CH:4]([C:11]1[CH:16]=[CH:15][C:14]([OH:17])=[CH:13][CH:12]=1)[CH2:5][C:6]([O:8][CH2:9][CH3:10])=[O:7])[CH3:2].[O:18]([C:25]1[CH:26]=[C:27]([CH:30]=[CH:31][CH:32]=1)[CH2:28]Cl)[C:19]1[CH:24]=[CH:23][CH:22]=[CH:21][CH:20]=1.C(=O)([O-])[O-].[K+].[K+].[I-].[K+].[Cl-].[NH4+], predict the reaction product. The product is: [CH2:1]([O:3][CH:4]([C:11]1[CH:12]=[CH:13][C:14]([O:17][CH2:28][C:27]2[CH:30]=[CH:31][CH:32]=[C:25]([O:18][C:19]3[CH:24]=[CH:23][CH:22]=[CH:21][CH:20]=3)[CH:26]=2)=[CH:15][CH:16]=1)[CH2:5][C:6]([O:8][CH2:9][CH3:10])=[O:7])[CH3:2].